From a dataset of Catalyst prediction with 721,799 reactions and 888 catalyst types from USPTO. Predict which catalyst facilitates the given reaction. (1) Reactant: [CH3:1][O:2][CH2:3][C:4]1[N:5]([C:10]2[CH:15]=[CH:14][CH:13]=[CH:12][CH:11]=2)[C:6]([SH:9])=[N:7][N:8]=1.Cl[CH2:17][C:18]([NH:20][C:21]1[CH:26]=[CH:25][CH:24]=[CH:23][C:22]=1[Cl:27])=[O:19].C(=O)([O-])[O-].[K+].[K+]. The catalyst class is: 3. Product: [Cl:27][C:22]1[CH:23]=[CH:24][CH:25]=[CH:26][C:21]=1[NH:20][C:18](=[O:19])[CH2:17][S:9][C:6]1[N:5]([C:10]2[CH:15]=[CH:14][CH:13]=[CH:12][CH:11]=2)[C:4]([CH2:3][O:2][CH3:1])=[N:8][N:7]=1. (2) Product: [Cl:1][C:2]1[CH:3]=[C:4]([N:13]([CH2:20][CH3:21])[CH:14]2[CH2:19][CH2:18][O:17][CH2:16][CH2:15]2)[C:5]([O:11][CH3:12])=[C:6]([CH:10]=1)[C:7]([NH:64][CH2:65][C:66]1[C:67](=[O:74])[NH:68][C:69]([CH3:73])=[CH:70][C:71]=1[CH3:72])=[O:9]. Reactant: [Cl:1][C:2]1[CH:3]=[C:4]([N:13]([CH2:20][CH3:21])[CH:14]2[CH2:19][CH2:18][O:17][CH2:16][CH2:15]2)[C:5]([O:11][CH3:12])=[C:6]([CH:10]=1)[C:7]([OH:9])=O.C1CN([P+](ON2N=NC3C=CC=CC2=3)(N2CCCC2)N2CCCC2)CC1.F[P-](F)(F)(F)(F)F.C(N(C(C)C)C(C)C)C.[NH2:64][CH2:65][C:66]1[C:67](=[O:74])[NH:68][C:69]([CH3:73])=[CH:70][C:71]=1[CH3:72]. The catalyst class is: 18. (3) Reactant: Cl[C:2]1[C:3]([CH:16]=O)=[C:4]([O:8][CH2:9][C:10]2[CH:15]=[CH:14][CH:13]=[CH:12][CH:11]=2)[CH:5]=[N:6][CH:7]=1.[C:18]([O:22][CH3:23])(=[O:21])[CH2:19][SH:20].C(=O)([O-])[O-].[Cs+].[Cs+]. Product: [CH2:9]([O:8][C:4]1[CH:5]=[N:6][CH:7]=[C:2]2[S:20][C:19]([C:18]([O:22][CH3:23])=[O:21])=[CH:16][C:3]=12)[C:10]1[CH:11]=[CH:12][CH:13]=[CH:14][CH:15]=1. The catalyst class is: 7. (4) Reactant: Br[C:2]1[CH:3]=[N:4][N:5]2[C:10]([NH:11][C@@H:12]3[C:20]4[C:15](=[CH:16][CH:17]=[CH:18][CH:19]=4)[CH2:14][CH2:13]3)=[N:9][CH:8]=[N:7][C:6]=12.[CH2:21]([O:28][CH2:29][C@@H:30]1[CH:34]=[CH:33][CH2:32][C@H:31]1[OH:35])[C:22]1[CH:27]=[CH:26][CH:25]=[CH:24][CH:23]=1.C1(CNCC2CCCCC2)CCCCC1. Product: [CH2:21]([O:28][CH2:29][C:30]1[C@H:31]([OH:35])[CH2:32][C@H:33]([C:2]2[CH:3]=[N:4][N:5]3[C:10]([NH:11][C@@H:12]4[C:20]5[C:15](=[CH:16][CH:17]=[CH:18][CH:19]=5)[CH2:14][CH2:13]4)=[N:9][CH:8]=[N:7][C:6]=23)[CH:34]=1)[C:22]1[CH:27]=[CH:26][CH:25]=[CH:24][CH:23]=1. The catalyst class is: 11. (5) Reactant: C(O[Na])C.[OH:5][C:6]1[CH:13]=[CH:12][C:9]([CH:10]=[O:11])=[CH:8][CH:7]=1.Br[C:15]([CH3:22])([CH3:21])[C:16]([O:18][CH2:19][CH3:20])=[O:17]. Product: [CH:10]([C:9]1[CH:12]=[CH:13][C:6]([O:5][C:15]([CH3:22])([CH3:21])[C:16]([O:18][CH2:19][CH3:20])=[O:17])=[CH:7][CH:8]=1)=[O:11]. The catalyst class is: 8. (6) Reactant: C(=O)([O-])[O-].[Cs+].[Cs+].[CH3:7][C:8]([Si:11]([CH3:33])([CH3:32])[O:12][CH2:13][C@@H:14]([O:16][C:17]1[CH:18]=[C:19]([CH:28]=[C:29]([OH:31])[CH:30]=1)[C:20]([NH:22][C:23]1[S:24][CH:25]=[CH:26][N:27]=1)=[O:21])[CH3:15])([CH3:10])[CH3:9].[N:34]1([C:38]([C:40]2[CH:45]=[CH:44][C:43](Br)=[CH:42][N:41]=2)=[O:39])[CH2:37][CH2:36][CH2:35]1. Product: [N:34]1([C:38]([C:40]2[N:41]=[CH:42][C:43]([O:31][C:29]3[CH:28]=[C:19]([CH:18]=[C:17]([O:16][C@@H:14]([CH3:15])[CH2:13][O:12][Si:11]([C:8]([CH3:9])([CH3:10])[CH3:7])([CH3:33])[CH3:32])[CH:30]=3)[C:20]([NH:22][C:23]3[S:24][CH:25]=[CH:26][N:27]=3)=[O:21])=[CH:44][CH:45]=2)=[O:39])[CH2:37][CH2:36][CH2:35]1. The catalyst class is: 44. (7) Reactant: [CH2:1]([N:8]1[C:16]2[CH:15]=[CH:14][CH:13]=[C:12]([OH:17])[C:11]=2[CH:10]=[C:9]1[CH3:18])[C:2]1[CH:7]=[CH:6][CH:5]=[CH:4][CH:3]=1.[H-].[Na+].[CH3:21][O:22][C:23](=[O:32])[CH:24](Br)[C:25]1[CH:30]=[CH:29][CH:28]=[CH:27][CH:26]=1. Product: [CH3:21][O:22][C:23](=[O:32])[CH:24]([O:17][C:12]1[CH:13]=[CH:14][CH:15]=[C:16]2[C:11]=1[CH:10]=[C:9]([CH3:18])[N:8]2[CH2:1][C:2]1[CH:3]=[CH:4][CH:5]=[CH:6][CH:7]=1)[C:25]1[CH:26]=[CH:27][CH:28]=[CH:29][CH:30]=1. The catalyst class is: 42.